Task: Predict the reaction yield, written as a fraction of the theoretical maximum amount of product (1.0 means a 100% yield; for example, 0.34 means a 34% yield).. Dataset: Reaction yield outcomes from USPTO patents with 853,638 reactions (1) The reactants are [OH:1][C:2]1[CH:9]=[CH:8][CH:7]=[CH:6][C:3]=1[CH:4]=O.[CH3:10][C:11]([CH3:13])=[O:12].[OH-].[Na+].Cl. The catalyst is C(O)C.O. The product is [OH:1][C:2]1[CH:9]=[CH:8][CH:7]=[CH:6][C:3]=1[CH:4]=[CH:10][C:11](=[O:12])[CH3:13]. The yield is 0.260. (2) The reactants are [CH3:1][C:2]1[C:7](=[O:8])[C:6]([CH3:9])=[C:5]([CH3:10])[C:4](=[O:11])[C:3]=1[CH2:12][C:13]1[CH:18]=[CH:17][C:16]([CH2:19][CH2:20][C:21]([OH:23])=O)=[CH:15][CH:14]=1.[CH:24]([NH2:27])([CH3:26])[CH3:25].Cl.C(N=C=NCCCN(C)C)C. The catalyst is C(Cl)Cl. The product is [CH3:1][C:2]1[C:7](=[O:8])[C:6]([CH3:9])=[C:5]([CH3:10])[C:4](=[O:11])[C:3]=1[CH2:12][C:13]1[CH:14]=[CH:15][C:16]([CH2:19][CH2:20][C:21]([NH:27][CH:24]([CH3:26])[CH3:25])=[O:23])=[CH:17][CH:18]=1. The yield is 0.640. (3) The reactants are [CH3:1][C:2]1[CH:11]=[C:10]([N:12]2[CH2:16][CH2:15][CH2:14][CH2:13]2)[C:9]2[C:4](=[CH:5][C:6]([OH:17])=[CH:7][CH:8]=2)[N:3]=1.[CH3:18][N:19]([CH3:26])[CH2:20][C:21]([CH3:25])([CH3:24])[CH2:22]O.C1(P(C2C=CC=CC=2)C2C=CC=CC=2)C=CC=CC=1.N(C(OCC)=O)=NC(OCC)=O. The catalyst is C1COCC1.C(Cl)Cl.CO.[NH4+].[OH-]. The product is [CH3:22][C:21]([CH3:25])([CH2:24][O:17][C:6]1[CH:5]=[C:4]2[C:9]([C:10]([N:12]3[CH2:16][CH2:15][CH2:14][CH2:13]3)=[CH:11][C:2]([CH3:1])=[N:3]2)=[CH:8][CH:7]=1)[CH2:20][N:19]([CH3:26])[CH3:18]. The yield is 0.230. (4) The reactants are C(NC(C)C)(C)C.[Li]CCCC.[O:13]=[C:14]1[CH2:19][CH2:18][N:17]([C:20]([O:22][C:23]([CH3:26])([CH3:25])[CH3:24])=[O:21])[CH2:16][CH2:15]1.C1C=CC(N([S:34]([C:37]([F:40])([F:39])[F:38])(=[O:36])=[O:35])[S:34]([C:37]([F:40])([F:39])[F:38])(=[O:36])=[O:35])=CC=1. The catalyst is C1COCC1. The product is [CH3:24][C:23]([O:22][C:20]([N:17]1[CH2:16][CH:15]=[C:14]([O:13][S:34]([C:37]([F:40])([F:39])[F:38])(=[O:36])=[O:35])[CH2:19][CH2:18]1)=[O:21])([CH3:26])[CH3:25]. The yield is 0.720. (5) The reactants are [OH:1][C:2]1[CH:3]=[CH:4][C:5]2[O:9][C@@H:8]3[C@@H:10]([C:11]([O:13]CC)=[O:12])[C@@H:7]3[C:6]=2[CH:16]=1.Cl.N[C@H]1[C@H]2[C@@H]1OC1C=CC(OC3C=CN=C4C=3CCC(=O)N4)=CC=12. The catalyst is [OH-].[Na+].C1COCC1. The product is [OH:1][C:2]1[CH:3]=[CH:4][C:5]2[O:9][C@@H:8]3[C@@H:10]([C:11]([OH:13])=[O:12])[C@@H:7]3[C:6]=2[CH:16]=1. The yield is 0.990. (6) The reactants are [Br:1][C:2]1[C:7]2[N:8]=[C:9]([NH2:11])[S:10][C:6]=2[CH:5]=[C:4]([CH3:12])[C:3]=1[F:13].[C:14](O[C:14]([O:16][C:17]([CH3:20])([CH3:19])[CH3:18])=[O:15])([O:16][C:17]([CH3:20])([CH3:19])[CH3:18])=[O:15]. The catalyst is ClCCl.CN(C1C=CN=CC=1)C. The product is [C:17]([O:16][C:14](=[O:15])[NH:11][C:9]1[S:10][C:6]2[CH:5]=[C:4]([CH3:12])[C:3]([F:13])=[C:2]([Br:1])[C:7]=2[N:8]=1)([CH3:20])([CH3:19])[CH3:18]. The yield is 0.730. (7) The reactants are Cl.[Cl:2][C:3]1[C:4]([O:32]COC)=[CH:5][C:6]([O:28]COC)=[C:7]([CH:27]=1)[C:8]([N:10]1[CH2:14][CH2:13][CH2:12][CH:11]1[C:15]1[CH:25]=[CH:24][C:18]([C:19]([NH:21][CH2:22][CH3:23])=[O:20])=[CH:17][C:16]=1[CH3:26])=[O:9].C([O-])(O)=O.[Na+]. The catalyst is CO. The product is [Cl:2][C:3]1[C:4]([OH:32])=[CH:5][C:6]([OH:28])=[C:7]([CH:27]=1)[C:8]([N:10]1[CH2:14][CH2:13][CH2:12][CH:11]1[C:15]1[CH:25]=[CH:24][C:18]([C:19]([NH:21][CH2:22][CH3:23])=[O:20])=[CH:17][C:16]=1[CH3:26])=[O:9]. The yield is 0.895. (8) The product is [Cl:1][C:2]1[CH:7]=[CH:6][C:5]([S:8]([NH:11][C:15]2[C:16]([C:22]([C:24]3[C:25]([CH3:31])=[N:26][CH:27]=[CH:28][C:29]=3[CH3:30])=[O:23])=[N:17][CH:18]=[C:19]([CH3:21])[CH:20]=2)(=[O:10])=[O:9])=[CH:4][C:3]=1[C:32]([F:33])([F:34])[F:35]. The catalyst is Cl.O1CCOCC1. The yield is 0.330. The reactants are [Cl:1][C:2]1[CH:7]=[CH:6][C:5]([S:8]([N:11]([C:15]2[C:16]([C:22]([C:24]3[C:25]([CH3:31])=[N:26][CH:27]=[CH:28][C:29]=3[CH3:30])=[O:23])=[N:17][CH:18]=[C:19]([CH3:21])[CH:20]=2)COC)(=[O:10])=[O:9])=[CH:4][C:3]=1[C:32]([F:35])([F:34])[F:33].O.